This data is from Forward reaction prediction with 1.9M reactions from USPTO patents (1976-2016). The task is: Predict the product of the given reaction. (1) Given the reactants [O:1]=[C:2]1[CH2:6][CH2:5][C@@H:4]([C:7]([O:9][CH2:10][C:11]2[CH:16]=[CH:15][CH:14]=[CH:13][CH:12]=2)=[O:8])[CH2:3]1.[Cl-].[NH4+].Br[CH2:20][CH:21]=[CH2:22], predict the reaction product. The product is: [CH2:22]([C:2]1([OH:1])[CH2:6][CH2:5][C@@H:4]([C:7]([O:9][CH2:10][C:11]2[CH:12]=[CH:13][CH:14]=[CH:15][CH:16]=2)=[O:8])[CH2:3]1)[CH:21]=[CH2:20]. (2) Given the reactants [Br:1][C:2]1[C:3]([O:21][CH3:22])=[C:4]([C:9]([C:11]2[CH:20]=[CH:19][C:18]3[C:13](=[CH:14][CH:15]=[CH:16][CH:17]=3)[CH:12]=2)=O)[C:5](F)=[CH:6][CH:7]=1.O.[NH2:24][NH2:25].O, predict the reaction product. The product is: [Br:1][C:2]1[C:3]([O:21][CH3:22])=[C:4]2[C:5](=[CH:6][CH:7]=1)[NH:25][N:24]=[C:9]2[C:11]1[CH:20]=[CH:19][C:18]2[C:13](=[CH:14][CH:15]=[CH:16][CH:17]=2)[CH:12]=1.